This data is from NCI-60 drug combinations with 297,098 pairs across 59 cell lines. The task is: Regression. Given two drug SMILES strings and cell line genomic features, predict the synergy score measuring deviation from expected non-interaction effect. (1) Drug 1: CS(=O)(=O)CCNCC1=CC=C(O1)C2=CC3=C(C=C2)N=CN=C3NC4=CC(=C(C=C4)OCC5=CC(=CC=C5)F)Cl. Drug 2: CCCCC(=O)OCC(=O)C1(CC(C2=C(C1)C(=C3C(=C2O)C(=O)C4=C(C3=O)C=CC=C4OC)O)OC5CC(C(C(O5)C)O)NC(=O)C(F)(F)F)O. Cell line: ACHN. Synergy scores: CSS=43.7, Synergy_ZIP=1.32, Synergy_Bliss=3.43, Synergy_Loewe=-0.812, Synergy_HSA=2.79. (2) Drug 1: C1CCN(CC1)CCOC2=CC=C(C=C2)C(=O)C3=C(SC4=C3C=CC(=C4)O)C5=CC=C(C=C5)O. Drug 2: CC1=C2C(C(=O)C3(C(CC4C(C3C(C(C2(C)C)(CC1OC(=O)C(C(C5=CC=CC=C5)NC(=O)OC(C)(C)C)O)O)OC(=O)C6=CC=CC=C6)(CO4)OC(=O)C)OC)C)OC. Cell line: 786-0. Synergy scores: CSS=42.7, Synergy_ZIP=2.86, Synergy_Bliss=3.40, Synergy_Loewe=-23.7, Synergy_HSA=3.09. (3) Drug 1: CN(CCCl)CCCl.Cl. Drug 2: CN(C(=O)NC(C=O)C(C(C(CO)O)O)O)N=O. Cell line: EKVX. Synergy scores: CSS=-0.364, Synergy_ZIP=-1.51, Synergy_Bliss=-2.39, Synergy_Loewe=-3.75, Synergy_HSA=-3.46. (4) Drug 1: CC12CCC(CC1=CCC3C2CCC4(C3CC=C4C5=CN=CC=C5)C)O. Drug 2: C(=O)(N)NO. Cell line: A498. Synergy scores: CSS=5.72, Synergy_ZIP=-2.17, Synergy_Bliss=-0.272, Synergy_Loewe=-2.45, Synergy_HSA=-2.27. (5) Drug 1: COC1=CC(=CC(=C1O)OC)C2C3C(COC3=O)C(C4=CC5=C(C=C24)OCO5)OC6C(C(C7C(O6)COC(O7)C8=CC=CS8)O)O. Drug 2: CN(CCCl)CCCl.Cl. Cell line: HCT-15. Synergy scores: CSS=55.4, Synergy_ZIP=-1.30, Synergy_Bliss=3.22, Synergy_Loewe=-9.93, Synergy_HSA=1.89.